Dataset: Catalyst prediction with 721,799 reactions and 888 catalyst types from USPTO. Task: Predict which catalyst facilitates the given reaction. (1) Reactant: [N:1]1[CH:6]=[CH:5][CH:4]=[C:3]2[CH2:7][CH2:8][CH2:9][CH2:10][CH:11](OC(=O)C)[C:2]=12.[N-:16]=[N+:17]=[N-:18].[Na+]. Product: [N:16]([CH:11]1[C:2]2=[N:1][CH:6]=[CH:5][CH:4]=[C:3]2[CH2:7][CH2:8][CH2:9][CH2:10]1)=[N+:17]=[N-:18]. The catalyst class is: 3. (2) Reactant: [Cl:1][C:2]1[CH:3]=[C:4]([NH:19][C:20]2[C:30]3[CH:29]=[C:28]([C:31]([OH:33])=O)[CH2:27][CH2:26][NH:25][C:24]=3[N:23]=[CH:22][N:21]=2)[CH:5]=[CH:6][C:7]=1[O:8][C:9]1[CH:14]=[CH:13][CH:12]=[C:11]([C:15]([F:18])([F:17])[F:16])[CH:10]=1.Cl.[CH3:35][O:36][CH2:37][CH2:38][S:39]([CH2:42][CH2:43][NH2:44])(=[O:41])=[O:40].Cl.C(N=C=NCCCN(C)C)C.O.ON1C2C=CC=CC=2N=N1. Product: [Cl:1][C:2]1[CH:3]=[C:4]([NH:19][C:20]2[C:30]3[CH:29]=[C:28]([C:31]([NH:44][CH2:43][CH2:42][S:39]([CH2:38][CH2:37][O:36][CH3:35])(=[O:41])=[O:40])=[O:33])[CH2:27][CH2:26][NH:25][C:24]=3[N:23]=[CH:22][N:21]=2)[CH:5]=[CH:6][C:7]=1[O:8][C:9]1[CH:14]=[CH:13][CH:12]=[C:11]([C:15]([F:17])([F:16])[F:18])[CH:10]=1. The catalyst class is: 289. (3) Reactant: [Br:1][C:2]1[C:3]([Cl:21])=[C:4]([CH:17]=[C:18]([Cl:20])[CH:19]=1)[O:5][C:6]1[C:7]([N+:14]([O-])=O)=[C:8]([CH:10]=[CH:11][C:12]=1[Cl:13])[NH2:9].O.O.[Sn](Cl)Cl.N#N. Product: [Br:1][C:2]1[C:3]([Cl:21])=[C:4]([CH:17]=[C:18]([Cl:20])[CH:19]=1)[O:5][C:6]1[C:12]([Cl:13])=[CH:11][CH:10]=[C:8]([NH2:9])[C:7]=1[NH2:14]. The catalyst class is: 5. (4) Reactant: [CH3:1][O:2][C:3]1[CH:4]=[C:5]([O:15][C:16]2[CH:17]=[N:18][C:19]([CH2:22][O:23][CH3:24])=[CH:20][CH:21]=2)[CH:6]=[C:7]2[C:11]=1[NH:10][C:9]([C:12](=[S:14])[NH2:13])=[CH:8]2.[C:25]([O:30][CH2:31][CH3:32])(=[O:29])[C:26]#[C:27][CH3:28].C(P(CCCC)CCCC)CCC.O1CCCC1. Product: [CH3:1][O:2][C:3]1[CH:4]=[C:5]([O:15][C:16]2[CH:17]=[N:18][C:19]([CH2:22][O:23][CH3:24])=[CH:20][CH:21]=2)[CH:6]=[C:7]2[C:11]=1[NH:10][C:9]([C:12]1[S:14][CH:27]([CH2:26][C:25]([O:30][CH2:31][CH3:32])=[O:29])[CH2:28][N:13]=1)=[CH:8]2. The catalyst class is: 11. (5) Reactant: C1(P(=O)(C2C=CC=CC=2)C2C=CC=CC=2)C=CC=CC=1.[NH2:21][CH2:22][CH2:23][NH:24][C:25](=O)[CH2:26][S:27][C:28]1[CH:33]=[CH:32][CH:31]=[C:30]([CH:34]([C:43]2[NH:47][C:46]3[CH:48]=[CH:49][CH:50]=[CH:51][C:45]=3[N:44]=2)[O:35][CH:36]2[CH2:41][CH2:40][N:39]([CH3:42])[CH2:38][CH2:37]2)[CH:29]=1.C(O)(=O)C(O)=O. Product: [NH:24]1[CH2:23][CH2:22][N:21]=[C:25]1[CH2:26][S:27][C:28]1[CH:29]=[C:30]([CH:34]([O:35][CH:36]2[CH2:41][CH2:40][N:39]([CH3:42])[CH2:38][CH2:37]2)[C:43]2[NH:47][C:46]3[CH:48]=[CH:49][CH:50]=[CH:51][C:45]=3[N:44]=2)[CH:31]=[CH:32][CH:33]=1. The catalyst class is: 2. (6) Reactant: [CH2:1]([N:8]1[C:16]2[C:11](=[C:12](Br)[CH:13]=[CH:14][CH:15]=2)[C:10]([CH3:18])=[C:9]1[C:19]1[CH:24]=[CH:23][CH:22]=[CH:21][CH:20]=1)[C:2]1[CH:7]=[CH:6][CH:5]=[CH:4][CH:3]=1.C([O-])([O-])=O.[K+].[K+].[CH3:31][O:32][C:33]1[CH:38]=[CH:37][C:36](B(O)O)=[CH:35][CH:34]=1.ClCCl. Product: [CH2:1]([N:8]1[C:16]2[C:11](=[C:12]([C:36]3[CH:37]=[CH:38][C:33]([O:32][CH3:31])=[CH:34][CH:35]=3)[CH:13]=[CH:14][CH:15]=2)[C:10]([CH3:18])=[C:9]1[C:19]1[CH:24]=[CH:23][CH:22]=[CH:21][CH:20]=1)[C:2]1[CH:7]=[CH:6][CH:5]=[CH:4][CH:3]=1. The catalyst class is: 75. (7) The catalyst class is: 1. Product: [CH:13]1([CH:11]([CH:8]2[CH2:9][CH2:10][C:5]3([O:4][CH2:3][CH2:2][O:1]3)[CH2:6][CH2:7]2)[OH:12])[CH2:18][CH2:17][CH2:16][CH2:15][CH2:14]1. Reactant: [O:1]1[C:5]2([CH2:10][CH2:9][CH:8]([CH:11]=[O:12])[CH2:7][CH2:6]2)[O:4][CH2:3][CH2:2]1.[CH:13]1([Mg]Cl)[CH2:18][CH2:17][CH2:16][CH2:15][CH2:14]1. (8) Reactant: [OH:1][C:2]1[CH:9]=[CH:8][C:5]([CH:6]=[O:7])=[C:4]([O:10][CH3:11])[CH:3]=1.C(=O)([O-])[O-].[K+].[K+].Br[CH2:19][C:20]1[CH:25]=[CH:24][C:23]([Cl:26])=[C:22]([Cl:27])[CH:21]=1. Product: [Cl:27][C:22]1[CH:21]=[C:20]([CH:25]=[CH:24][C:23]=1[Cl:26])[CH2:19][O:1][C:2]1[CH:9]=[CH:8][C:5]([CH:6]=[O:7])=[C:4]([O:10][CH3:11])[CH:3]=1. The catalyst class is: 16.